From a dataset of Catalyst prediction with 721,799 reactions and 888 catalyst types from USPTO. Predict which catalyst facilitates the given reaction. (1) Reactant: [Br:1][C:2]1[CH:3]=[CH:4][C:5]([O:10][CH2:11][C@H:12]2[CH2:14][O:13]2)=[C:6]([CH:9]=1)C=O.C1C=C(Cl)C=C([C:22]([O:24]O)=[O:23])C=1. The catalyst class is: 2. Product: [CH:22]([O:24][C:6]1[CH:9]=[C:2]([Br:1])[CH:3]=[CH:4][C:5]=1[O:10][CH2:11][C@H:12]1[CH2:14][O:13]1)=[O:23]. (2) Reactant: Br[C:2]1[CH:3]=[CH:4][C:5]([C:8]([O:10][CH3:11])=[O:9])=[N:6][CH:7]=1.[F:12][C:13]([CH3:33])([CH3:32])[CH2:14][N:15]1[CH2:20][CH2:19][CH:18]([CH2:21][O:22][C:23]2[CH:28]=[CH:27][C:26](B(O)O)=[CH:25][CH:24]=2)[CH2:17][CH2:16]1.C([O-])([O-])=O.[Cs+].[Cs+]. Product: [F:12][C:13]([CH3:33])([CH3:32])[CH2:14][N:15]1[CH2:20][CH2:19][CH:18]([CH2:21][O:22][C:23]2[CH:24]=[CH:25][C:26]([C:2]3[CH:3]=[CH:4][C:5]([C:8]([O:10][CH3:11])=[O:9])=[N:6][CH:7]=3)=[CH:27][CH:28]=2)[CH2:17][CH2:16]1. The catalyst class is: 38. (3) Reactant: C[C:2]1[N:3]([CH3:12])[C:4]([CH:10]=[O:11])=[CH:5][C:6]=1[C:7]([OH:9])=[O:8].[C:13](OC(O[C:13]([CH3:16])([CH3:15])[CH3:14])N(C)C)([CH3:16])([CH3:15])[CH3:14]. Product: [CH:10]([C:4]1[N:3]([CH3:12])[CH:2]=[C:6]([C:7]([O:9][C:13]([CH3:16])([CH3:15])[CH3:14])=[O:8])[CH:5]=1)=[O:11]. The catalyst class is: 11. (4) Reactant: [O:1]=[C:2]1[CH2:7][CH2:6][CH2:5][CH:4]([C:8]([OH:10])=O)[CH2:3]1.F[P-](F)(F)(F)(F)F.[N:18]1(O[P+](N(C)C)(N(C)C)N(C)C)[C:22]2[CH:23]=[CH:24][CH:25]=[CH:26][C:21]=2N=N1.C1(N)CCCCC1.C(N(CC)C(C)C)(C)C. Product: [CH:22]1([NH:18][C:8]([CH:4]2[CH2:5][CH2:6][CH2:7][C:2](=[O:1])[CH2:3]2)=[O:10])[CH2:23][CH2:24][CH2:25][CH2:26][CH2:21]1. The catalyst class is: 508. (5) Reactant: Cl[C:2]1[N:7]=[C:6](Cl)[CH:5]=[CH:4][N:3]=1.[CH2:9]([O:11][C:12]1[CH:18]=[CH:17][C:15]([NH2:16])=[CH:14][CH:13]=1)[CH3:10].Cl. Product: [CH2:9]([O:11][C:12]1[CH:18]=[CH:17][C:15]([NH:16][C:2]2[N:7]=[C:6]([NH:16][C:15]3[CH:17]=[CH:18][C:12]([O:11][CH2:9][CH3:10])=[CH:13][CH:14]=3)[CH:5]=[CH:4][N:3]=2)=[CH:14][CH:13]=1)[CH3:10]. The catalyst class is: 88. (6) Reactant: [C:1]([O:4][CH2:5][CH:6](Br)[C:7]1[O:8][C:9]([Br:22])=[C:10]([C:12]2[CH:17]=[CH:16][C:15]([C:18]([F:21])([F:20])[F:19])=[CH:14][CH:13]=2)[N:11]=1)(=[O:3])[CH3:2].C([O-])([O-])=O.[K+].[K+].[F:30][C:31]1[C:39]([OH:40])=[CH:38][CH:37]=[C:36]([F:41])[C:32]=1[C:33]([NH2:35])=[O:34]. Product: [C:1]([O:4][CH2:5][CH:6]([C:7]1[O:8][C:9]([Br:22])=[C:10]([C:12]2[CH:17]=[CH:16][C:15]([C:18]([F:21])([F:20])[F:19])=[CH:14][CH:13]=2)[N:11]=1)[O:40][C:39]1[CH:38]=[CH:37][C:36]([F:41])=[C:32]([C:33](=[O:34])[NH2:35])[C:31]=1[F:30])(=[O:3])[CH3:2]. The catalyst class is: 3. (7) The catalyst class is: 9. Product: [CH2:12]([O:9][CH2:8][CH:3]1[CH2:7][CH2:6][CH2:5][CH2:4]1)[C:11]#[CH:10]. Reactant: [H-].[Na+].[CH:3]1([CH2:8][OH:9])[CH2:7][CH2:6][CH2:5][CH2:4]1.[CH2:10](Br)[C:11]#[CH:12].C1(C)C=CC=CC=1.[Cl-].[NH4+]. (8) Reactant: [C:1]([C:4]1[CH:34]=[CH:33][C:7]2[NH:8][C:9]([C:11]3[CH:12]=[C:13]([CH2:29][C:30](O)=[O:31])[CH:14]=[C:15]([C:18]4[CH:23]=[C:22]([S:24](=[O:27])(=[O:26])[NH2:25])[CH:21]=[CH:20][C:19]=4[OH:28])[C:16]=3[OH:17])=[N:10][C:6]=2[CH:5]=1)(=[NH:3])[NH2:2].F[P-](F)(F)(F)(F)F.N1(OC(N(C)C)=[N+](C)C)C2N=CC=CC=2N=N1.CC1C(C)=C(C)C=CN=1.[NH2:68][CH2:69][CH2:70][N:71]1[CH2:76][CH2:75][O:74][CH2:73][CH2:72]1.Cl.C(#N)C. Product: [C:1]([C:4]1[CH:34]=[CH:33][C:7]2[NH:8][C:9]([C:11]3[CH:12]=[C:13]([CH2:29][C:30]([NH:68][CH2:69][CH2:70][N:71]4[CH2:76][CH2:75][O:74][CH2:73][CH2:72]4)=[O:31])[CH:14]=[C:15]([C:18]4[CH:23]=[C:22]([S:24](=[O:27])(=[O:26])[NH2:25])[CH:21]=[CH:20][C:19]=4[OH:28])[C:16]=3[OH:17])=[N:10][C:6]=2[CH:5]=1)(=[NH:3])[NH2:2]. The catalyst class is: 9. (9) Reactant: [H-].[Na+].[CH3:3][O:4][C:5]1[CH:6]=[C:7]2[C:12](=[CH:13][CH:14]=1)[C:11](=[O:15])[NH:10][CH2:9][CH2:8]2.Br[CH2:17][C:18]([O:20][CH2:21][CH3:22])=[O:19].O. Product: [CH3:3][O:4][C:5]1[CH:6]=[C:7]2[C:12](=[CH:13][CH:14]=1)[C:11](=[O:15])[N:10]([CH2:17][C:18]([O:20][CH2:21][CH3:22])=[O:19])[CH2:9][CH2:8]2. The catalyst class is: 323.